This data is from Merck oncology drug combination screen with 23,052 pairs across 39 cell lines. The task is: Regression. Given two drug SMILES strings and cell line genomic features, predict the synergy score measuring deviation from expected non-interaction effect. Drug 1: CCc1cnn2c(NCc3ccc[n+]([O-])c3)cc(N3CCCCC3CCO)nc12. Drug 2: Cn1cc(-c2cnn3c(N)c(Br)c(C4CCCNC4)nc23)cn1. Cell line: LOVO. Synergy scores: synergy=-7.51.